Dataset: Forward reaction prediction with 1.9M reactions from USPTO patents (1976-2016). Task: Predict the product of the given reaction. (1) Given the reactants [Br:1][C:2]1[CH:7]=[CH:6][C:5]([NH:8][C:9](=[O:40])[CH:10]([N:19]2[C:23](=[O:24])[CH:22]([C:25]3[CH:30]=[CH:29][C:28]([O:31][CH2:32][CH2:33][O:34]C(C)(C)C)=[CH:27][CH:26]=3)[NH:21][C:20]2=[O:39])[CH:11]([C:13]2[CH:18]=[CH:17][CH:16]=[CH:15][CH:14]=2)[CH3:12])=[C:4]([Cl:41])[CH:3]=1.C(#N)C.C[Si](Cl)(C)C.[I-].[Na+], predict the reaction product. The product is: [Br:1][C:2]1[CH:7]=[CH:6][C:5]([NH:8][C:9](=[O:40])[CH:10]([N:19]2[C:23](=[O:24])[CH:22]([C:25]3[CH:26]=[CH:27][C:28]([O:31][CH2:32][CH2:33][OH:34])=[CH:29][CH:30]=3)[NH:21][C:20]2=[O:39])[CH:11]([C:13]2[CH:14]=[CH:15][CH:16]=[CH:17][CH:18]=2)[CH3:12])=[C:4]([Cl:41])[CH:3]=1. (2) Given the reactants [CH3:1][C:2]1([CH3:12])[C@@H:4]([C:5]2[CH:10]=[CH:9][CH:8]=[CH:7][CH:6]=2)[C@@H:3]1[NH2:11].C(N(CC)CC)C.[Cl:20][C:21]1[CH:22]=[CH:23][C:24]([O:30][CH3:31])=[C:25]([CH:29]=1)[C:26](O)=[O:27].F[B-](F)(F)F.N1(OC(N(C)C)=[N+](C)C)C2C=CC=CC=2N=N1, predict the reaction product. The product is: [Cl:20][C:21]1[CH:22]=[CH:23][C:24]([O:30][CH3:31])=[C:25]([CH:29]=1)[C:26]([NH:11][C@H:3]1[C@H:4]([C:5]2[CH:10]=[CH:9][CH:8]=[CH:7][CH:6]=2)[C:2]1([CH3:12])[CH3:1])=[O:27]. (3) Given the reactants Br[CH2:2][C:3]([C:5]1[CH:10]=[CH:9][C:8]([S:11][CH3:12])=[CH:7][CH:6]=1)=O.[C:13]1([CH2:19][C:20]([OH:22])=[O:21])[CH:18]=[CH:17][CH:16]=[CH:15][CH:14]=1.C1OCCOCCOCCOCCOCCOC1.C(=O)([O-])[O-].[K+].[K+], predict the reaction product. The product is: [CH3:12][S:11][C:8]1[CH:9]=[CH:10][C:5]([C:3]2[CH2:2][O:21][C:20](=[O:22])[C:19]=2[C:13]2[CH:18]=[CH:17][CH:16]=[CH:15][CH:14]=2)=[CH:6][CH:7]=1. (4) Given the reactants [NH:1]1[CH2:5][CH2:4][CH:3]([OH:6])[CH2:2]1.CCN(C(C)C)C(C)C.[Cl:16][C:17](Cl)([O:19]C(=O)OC(Cl)(Cl)Cl)Cl, predict the reaction product. The product is: [OH:6][CH:3]1[CH2:4][CH2:5][N:1]([C:17]([Cl:16])=[O:19])[CH2:2]1. (5) Given the reactants Br[C:2]1[CH:3]=[N:4][N:5]([C:17]2[CH:22]=[CH:21][N:20]=[C:19]([NH:23][C:24]3[CH:29]=[CH:28][CH:27]=[CH:26][CH:25]=3)[N:18]=2)[C:6]=1[C:7]1[CH:12]=[CH:11][CH:10]=[C:9]([C:13]([F:16])([F:15])[F:14])[CH:8]=1.[CH3:30][C:31]1([CH3:45])[O:36][C@H:35]([CH2:37][C:38]([O:40][CH2:41][CH3:42])=[O:39])[CH2:34][C@H:33]([CH:43]=[CH2:44])[O:32]1.C(N(CC)CC)C, predict the reaction product. The product is: [CH3:45][C:31]1([CH3:30])[O:36][C@@H:35]([CH2:37][C:38]([O:40][CH2:41][CH3:42])=[O:39])[CH2:34][C@@H:33](/[CH:43]=[CH:44]/[C:2]2[CH:3]=[N:4][N:5]([C:17]3[CH:22]=[CH:21][N:20]=[C:19]([NH:23][C:24]4[CH:29]=[CH:28][CH:27]=[CH:26][CH:25]=4)[N:18]=3)[C:6]=2[C:7]2[CH:12]=[CH:11][CH:10]=[C:9]([C:13]([F:16])([F:15])[F:14])[CH:8]=2)[O:32]1. (6) Given the reactants [Cl:1][C:2]1[CH:7]=[C:6]([F:8])[C:5]([C:9]2[C:18]3[C:13](=[CH:14][C:15]([N:19]4[CH2:24][CH2:23][O:22][CH2:21][CH2:20]4)=[CH:16][CH:17]=3)[N:12]=[CH:11][N:10]=2)=[CH:4][C:3]=1[C:25]([C:27]1[N:28]=[N:29][C:30](Cl)=[CH:31][CH:32]=1)=[O:26].[OH:34]CCC#N.[H-].[Na+].Cl, predict the reaction product. The product is: [Cl:1][C:2]1[CH:7]=[C:6]([F:8])[C:5]([C:9]2[C:18]3[C:13](=[CH:14][C:15]([N:19]4[CH2:24][CH2:23][O:22][CH2:21][CH2:20]4)=[CH:16][CH:17]=3)[N:12]=[CH:11][N:10]=2)=[CH:4][C:3]=1[C:25]([C:27]1[CH:32]=[CH:31][C:30](=[O:34])[NH:29][N:28]=1)=[O:26]. (7) Given the reactants [CH3:1][O:2][C:3]1[CH:11]=[CH:10][C:6]([C:7]([OH:9])=O)=[C:5]([CH3:12])[CH:4]=1.CN(C(ON1N=NC2C=CC=NC1=2)=[N+](C)C)C.F[P-](F)(F)(F)(F)F.C(N(C(C)C)C(C)C)C.[O:46]1[CH2:51][CH2:50][O:49][CH2:48][CH:47]1[C:52]1[C:60]2[S:59][C:58]([NH2:61])=[N:57][C:56]=2[C:55]([O:62][CH3:63])=[CH:54][CH:53]=1, predict the reaction product. The product is: [O:46]1[CH2:51][CH2:50][O:49][CH2:48][CH:47]1[C:52]1[C:60]2[S:59][C:58]([NH:61][C:7](=[O:9])[C:6]3[CH:10]=[CH:11][C:3]([O:2][CH3:1])=[CH:4][C:5]=3[CH3:12])=[N:57][C:56]=2[C:55]([O:62][CH3:63])=[CH:54][CH:53]=1. (8) Given the reactants [F:1][C:2]1[CH:10]=[CH:9][C:5]([C:6]([OH:8])=O)=[CH:4][N:3]=1.Cl.[S:12]1[CH:16]=[C:15]([C:17]2[O:21][N:20]=[C:19]([CH:22]3[CH2:27][CH2:26][CH2:25][NH:24][CH2:23]3)[N:18]=2)[N:14]=[CH:13]1, predict the reaction product. The product is: [F:1][C:2]1[N:3]=[CH:4][C:5]([C:6]([N:24]2[CH2:25][CH2:26][CH2:27][CH:22]([C:19]3[N:18]=[C:17]([C:15]4[N:14]=[CH:13][S:12][CH:16]=4)[O:21][N:20]=3)[CH2:23]2)=[O:8])=[CH:9][CH:10]=1. (9) Given the reactants [CH2:1]([O:3][C:4](=[O:25])[C:5]1[CH:10]=[CH:9][CH:8]=[C:7]([N:11]2[C:15]([CH3:16])=[CH:14][CH:13]=[C:12]2[C:17]2[CH:22]=[C:21]([Br:23])[CH:20]=[CH:19][C:18]=2[OH:24])[CH:6]=1)[CH3:2].C([O-])([O-])=O.[K+].[K+].[F:32][C:33]1[CH:40]=[CH:39][C:36]([CH2:37]Br)=[CH:35][CH:34]=1, predict the reaction product. The product is: [CH2:1]([O:3][C:4](=[O:25])[C:5]1[CH:10]=[CH:9][CH:8]=[C:7]([N:11]2[C:15]([CH3:16])=[CH:14][CH:13]=[C:12]2[C:17]2[CH:22]=[C:21]([Br:23])[CH:20]=[CH:19][C:18]=2[O:24][CH2:37][C:36]2[CH:39]=[CH:40][C:33]([F:32])=[CH:34][CH:35]=2)[CH:6]=1)[CH3:2].